From a dataset of TCR-epitope binding with 47,182 pairs between 192 epitopes and 23,139 TCRs. Binary Classification. Given a T-cell receptor sequence (or CDR3 region) and an epitope sequence, predict whether binding occurs between them. (1) The TCR CDR3 sequence is CASSLTGGSQETQYF. Result: 1 (the TCR binds to the epitope). The epitope is FLPRVFSAV. (2) The epitope is KAYNVTQAF. The TCR CDR3 sequence is CASSLYDGDRGYEQYF. Result: 1 (the TCR binds to the epitope).